This data is from Catalyst prediction with 721,799 reactions and 888 catalyst types from USPTO. The task is: Predict which catalyst facilitates the given reaction. (1) Reactant: Br[CH2:2][C:3]1[N:13]([CH2:14][C:15]([CH3:18])([CH3:17])[CH3:16])[C:6]2[N:7]=[C:8]([C:11]#[N:12])[N:9]=[CH:10][C:5]=2[CH:4]=1.Cl.[CH2:20]([N:27]1[CH2:38][CH2:37][C:30]2([O:34][C:33](=[O:35])[NH:32][C:31]2=[O:36])[CH2:29][CH2:28]1)[C:21]1[CH:26]=[CH:25][CH:24]=[CH:23][CH:22]=1.C([O-])([O-])=O.[K+].[K+].C(N(CC)CC)C. Product: [CH2:20]([N:27]1[CH2:38][CH2:37][C:30]2([O:34][C:33](=[O:35])[N:32]([CH2:2][C:3]3[N:13]([CH2:14][C:15]([CH3:18])([CH3:17])[CH3:16])[C:6]4[N:7]=[C:8]([C:11]#[N:12])[N:9]=[CH:10][C:5]=4[CH:4]=3)[C:31]2=[O:36])[CH2:29][CH2:28]1)[C:21]1[CH:22]=[CH:23][CH:24]=[CH:25][CH:26]=1. The catalyst class is: 31. (2) Reactant: Cl[C:2]1[N:12]=[C:11]([NH:13][C:14]2[CH:19]=[CH:18][C:17]([N:20]3[CH2:25][CH2:24][N:23]([C:26]([O:28][C:29]([CH3:32])([CH3:31])[CH3:30])=[O:27])[CH2:22][CH2:21]3)=[CH:16][C:15]=2[O:33][CH3:34])[C:5]2[C:6](=[O:10])[NH:7][N:8]=[CH:9][C:4]=2[CH:3]=1.[Cl:35][C:36]1[C:41]([Cl:42])=[CH:40][CH:39]=[CH:38][C:37]=1[OH:43].CN(C)CC(O)=O.C(=O)([O-])[O-].[Cs+].[Cs+]. Product: [Cl:35][C:36]1[C:41]([Cl:42])=[CH:40][CH:39]=[CH:38][C:37]=1[O:43][C:2]1[N:12]=[C:11]([NH:13][C:14]2[CH:19]=[CH:18][C:17]([N:20]3[CH2:21][CH2:22][N:23]([C:26]([O:28][C:29]([CH3:30])([CH3:32])[CH3:31])=[O:27])[CH2:24][CH2:25]3)=[CH:16][C:15]=2[O:33][CH3:34])[C:5]2[C:6](=[O:10])[NH:7][N:8]=[CH:9][C:4]=2[CH:3]=1. The catalyst class is: 12. (3) Reactant: [C:1]([O:5][C:6]([N:8]1[CH2:13][CH2:12][C:11]2[O:14][C:15]3[C:20]([Cl:21])=[CH:19][C:18]([S:22]([C:25]4[CH:30]=[CH:29][CH:28]=[CH:27][CH:26]=4)(=[O:24])=[O:23])=[CH:17][C:16]=3[C:10]=2[CH:9]1[C:31]([OH:33])=O)=[O:7])([CH3:4])([CH3:3])[CH3:2].[CH2:34]([N:36](CC)[CH2:37]C)C.Cl.CNC.F[P-](F)(F)(F)(F)F.N1(O[P+](N(C)C)(N(C)C)N(C)C)C2C=CC=CC=2N=N1. Product: [Cl:21][C:20]1[C:15]2[O:14][C:11]3[CH2:12][CH2:13][N:8]([C:6]([O:5][C:1]([CH3:3])([CH3:4])[CH3:2])=[O:7])[CH:9]([C:31](=[O:33])[N:36]([CH3:37])[CH3:34])[C:10]=3[C:16]=2[CH:17]=[C:18]([S:22]([C:25]2[CH:26]=[CH:27][CH:28]=[CH:29][CH:30]=2)(=[O:24])=[O:23])[CH:19]=1. The catalyst class is: 10. (4) The catalyst class is: 86. Reactant: [Br:1][C:2]1[CH:3]=[C:4]([CH:12]2[C:21]3[C:16](=[CH:17][C:18]([N:22]([CH3:24])[CH3:23])=[CH:19][CH:20]=3)[O:15][CH:14](N3CCOCC3)[CH2:13]2)[CH:5]=[C:6]([O:10][CH3:11])[C:7]=1[O:8][CH3:9].C([O-])(O)=[O:32].[Na+]. Product: [Br:1][C:2]1[CH:3]=[C:4]([CH:12]2[C:21]3[C:16](=[CH:17][C:18]([N:22]([CH3:24])[CH3:23])=[CH:19][CH:20]=3)[O:15][CH:14]([OH:32])[CH2:13]2)[CH:5]=[C:6]([O:10][CH3:11])[C:7]=1[O:8][CH3:9]. (5) Reactant: ClC(Cl)(Cl)COC([N:7]([C:16]1[CH:17]=[N:18][CH:19]=[CH:20][CH:21]=1)[C:8]([O:10]CC(Cl)(Cl)Cl)=O)=O.[C:24]1([C:30]2[N:31]=[C:32]([N:35]3[CH2:40][CH2:39][NH:38][CH2:37][CH2:36]3)[S:33][CH:34]=2)[CH:29]=[CH:28][CH:27]=[CH:26][CH:25]=1.C(N(C(C)C)CC)(C)C.O. Product: [C:24]1([C:30]2[N:31]=[C:32]([N:35]3[CH2:40][CH2:39][N:38]([C:8]([NH:7][C:16]4[CH:17]=[N:18][CH:19]=[CH:20][CH:21]=4)=[O:10])[CH2:37][CH2:36]3)[S:33][CH:34]=2)[CH:25]=[CH:26][CH:27]=[CH:28][CH:29]=1. The catalyst class is: 16.